From a dataset of Peptide-MHC class II binding affinity with 134,281 pairs from IEDB. Regression. Given a peptide amino acid sequence and an MHC pseudo amino acid sequence, predict their binding affinity value. This is MHC class II binding data. (1) The peptide sequence is NGTLNGLDYDDYVYP. The MHC is HLA-DPA10103-DPB10401 with pseudo-sequence HLA-DPA10103-DPB10401. The binding affinity (normalized) is 0.214. (2) The peptide sequence is AETCPIFYDVFFAVA. The MHC is DRB1_0901 with pseudo-sequence DRB1_0901. The binding affinity (normalized) is 0.274. (3) The peptide sequence is LYKYKVVKIEPLGVAPTKAK. The MHC is DRB5_0101 with pseudo-sequence DRB5_0101. The binding affinity (normalized) is 0.659. (4) The peptide sequence is AFKVAATAANAAPMN. The MHC is HLA-DPA10201-DPB11401 with pseudo-sequence HLA-DPA10201-DPB11401. The binding affinity (normalized) is 0.817. (5) The peptide sequence is KEADYSQIPISINYR. The MHC is HLA-DQA10101-DQB10501 with pseudo-sequence HLA-DQA10101-DQB10501. The binding affinity (normalized) is 0.153. (6) The peptide sequence is DELVGGPPVEASAAA. The MHC is DRB1_0404 with pseudo-sequence DRB1_0404. The binding affinity (normalized) is 0. (7) The peptide sequence is KYDAYVATLSEALRI. The MHC is HLA-DPA10103-DPB10201 with pseudo-sequence HLA-DPA10103-DPB10201. The binding affinity (normalized) is 0.550.